This data is from Blood-brain barrier permeability regression values from the B3DB database. The task is: Regression/Classification. Given a drug SMILES string, predict its absorption, distribution, metabolism, or excretion properties. Task type varies by dataset: regression for continuous measurements (e.g., permeability, clearance, half-life) or binary classification for categorical outcomes (e.g., BBB penetration, CYP inhibition). For this dataset (b3db_regression), we predict Y. (1) The Y is 0.0600 log(BB ratio). The drug is CN1CN=C2C1C(=O)N(C(=O)N2)C. (2) The molecule is C1CN(CCC1C2=CC=CC=C2)CCCC3=NC4=C(C=CC=C4Cl)C(=O)N3. The Y is -0.0300 log(BB ratio). (3) The molecule is CC[C@@]1(C[C@H]2C[C@@](C3=C(CCN(C2)C1)C4=CC=CC=C4N3)(C5=C(C=C6C(=C5)[C@]78CCN9[C@H]7[C@@](C=CC9)([C@H]([C@@]([C@@H]8N6C)(C(=O)OC)O)OC(=O)C)CC)OC)C(=O)OC)O. The Y is -0.0700 log(BB ratio). (4) The molecule is CC1(C2=CC=CC=C2C(S1)(CCCNC)C3=CC=CC=C3)C. The Y is 0.220 log(BB ratio).